Dataset: Reaction yield outcomes from USPTO patents with 853,638 reactions. Task: Predict the reaction yield, written as a fraction of the theoretical maximum amount of product (1.0 means a 100% yield; for example, 0.34 means a 34% yield). (1) The reactants are CC([N:5]([CH2:9][C@@H:10]([NH:18][C:19]([C:21]1[S:22][C:23]([Cl:32])=[C:24]([C:26]2[N:30]([CH3:31])[N:29]=[N:28][CH:27]=2)[CH:25]=1)=[O:20])[CH2:11][CH:12]1[CH2:17][CH2:16][CH2:15][CH2:14][CH2:13]1)C(=O)[O-])(C)C.C1C(=O)N([Br:40])C(=O)C1. The catalyst is CN(C=O)C. The product is [NH2:5][CH2:9][C@@H:10]([NH:18][C:19]([C:21]1[S:22][C:23]([Cl:32])=[C:24]([C:26]2[N:30]([CH3:31])[N:29]=[N:28][C:27]=2[Br:40])[CH:25]=1)=[O:20])[CH2:11][CH:12]1[CH2:17][CH2:16][CH2:15][CH2:14][CH2:13]1. The yield is 0.0800. (2) The reactants are [SH:1][C:2]1[NH:3][CH:4]=[CH:5][N:6]=1.Cl[C:8]1[CH:13]=[CH:12][C:11]([N+:14]([O-:16])=[O:15])=[CH:10][CH:9]=1.C(=O)([O-])[O-].[K+].[K+]. The catalyst is C(#N)C. The product is [N+:14]([C:11]1[CH:12]=[CH:13][C:8]([S:1][C:2]2[NH:3][CH:4]=[CH:5][N:6]=2)=[CH:9][CH:10]=1)([O-:16])=[O:15]. The yield is 0.860.